Task: Predict the reaction yield, written as a fraction of the theoretical maximum amount of product (1.0 means a 100% yield; for example, 0.34 means a 34% yield).. Dataset: Reaction yield outcomes from USPTO patents with 853,638 reactions The yield is 0.580. The reactants are I[CH2:2][CH2:3][CH2:4][CH2:5][CH2:6][O:7][C:8]1[C:23]([O:24][CH3:25])=[CH:22][C:11]2[C:12](=[O:21])[N:13]3[CH2:20][CH2:19][CH2:18][C@H:14]3[C:15](=[O:17])[NH:16][C:10]=2[CH:9]=1.C1C2C(COC([NH:43][C@@H:44]([CH:92]([CH3:94])[CH3:93])[C:45]([NH:47][C@@H:48]([CH3:91])[C:49]([NH:51][C:52]3[CH:57]=[CH:56][C:55]([C:58]4[CH2:59][CH:60]5[C@H:66]([O:67][Si:68]([C:71]([CH3:74])([CH3:73])[CH3:72])([CH3:70])[CH3:69])[N:65]([C:75]([O:77][C:78]([CH3:81])([CH3:80])[CH3:79])=[O:76])[C:64]6[CH:82]=[C:83]([OH:88])[C:84]([O:86][CH3:87])=[CH:85][C:63]=6[C:62](=[O:89])[N:61]5[CH:90]=4)=[CH:54][CH:53]=3)=[O:50])=[O:46])=O)C3C(=CC=CC=3)C=2C=CC=1.C([O-])([O-])=O.[K+].[K+]. The product is [NH2:43][C@@H:44]([CH:92]([CH3:94])[CH3:93])[C:45]([NH:47][C@@H:48]([CH3:91])[C:49]([NH:51][C:52]1[CH:57]=[CH:56][C:55]([C:58]2[CH2:59][C@@H:60]3[N:61]([CH:90]=2)[C:62](=[O:89])[C:63]2[CH:85]=[C:84]([O:86][CH3:87])[C:83]([O:88][CH2:2][CH2:3][CH2:4][CH2:5][CH2:6][O:7][C:8]4[C:23]([O:24][CH3:25])=[CH:22][C:11]5[C:12](=[O:21])[N:13]6[CH2:20][CH2:19][CH2:18][C@H:14]6[C:15](=[O:17])[NH:16][C:10]=5[CH:9]=4)=[CH:82][C:64]=2[N:65]([C:75]([O:77][C:78]([CH3:81])([CH3:80])[CH3:79])=[O:76])[C@H:66]3[O:67][Si:68]([C:71]([CH3:74])([CH3:73])[CH3:72])([CH3:70])[CH3:69])=[CH:54][CH:53]=1)=[O:50])=[O:46]. The catalyst is CN(C=O)C.C(Cl)Cl.